Dataset: Full USPTO retrosynthesis dataset with 1.9M reactions from patents (1976-2016). Task: Predict the reactants needed to synthesize the given product. Given the product [P:1]([OH:8])([O:13][CH2:14][N:15]1[C:19]2=[C:20]([N:26]3[CH:30]=[N:29][C:28]([CH3:31])=[N:27]3)[N:21]=[CH:22][C:23]([O:24][CH3:25])=[C:18]2[C:17]([C:32](=[O:50])[C:33]([N:35]2[CH2:36][CH2:37][C:38](=[C:41]([C:48]#[N:49])[C:42]3[CH:47]=[CH:46][CH:45]=[CH:44][N:43]=3)[CH2:39][CH2:40]2)=[O:34])=[CH:16]1)([O:3][C:4]([CH3:7])([CH3:6])[CH3:5])=[O:2].[P:1]([OH:3])([OH:8])([O:13][CH2:14][N:15]1[C:19]2=[C:20]([N:26]3[CH:30]=[N:29][C:28]([CH3:31])=[N:27]3)[N:21]=[CH:22][C:23]([O:24][CH3:25])=[C:18]2[C:17]([C:32](=[O:50])[C:33]([N:35]2[CH2:36][CH2:37][C:38](=[C:41]([C:48]#[N:49])[C:42]3[CH:47]=[CH:46][CH:45]=[CH:44][N:43]=3)[CH2:39][CH2:40]2)=[O:34])=[CH:16]1)=[O:2], predict the reactants needed to synthesize it. The reactants are: [P:1]([O:13][CH2:14][N:15]1[C:19]2=[C:20]([N:26]3[CH:30]=[N:29][C:28]([CH3:31])=[N:27]3)[N:21]=[CH:22][C:23]([O:24][CH3:25])=[C:18]2[C:17]([C:32](=[O:50])[C:33]([N:35]2[CH2:40][CH2:39][C:38](=[C:41]([C:48]#[N:49])[C:42]3[CH:47]=[CH:46][CH:45]=[CH:44][N:43]=3)[CH2:37][CH2:36]2)=[O:34])=[CH:16]1)([O:8]C(C)(C)C)([O:3][C:4]([CH3:7])([CH3:6])[CH3:5])=[O:2].